From a dataset of Reaction yield outcomes from USPTO patents with 853,638 reactions. Predict the reaction yield, written as a fraction of the theoretical maximum amount of product (1.0 means a 100% yield; for example, 0.34 means a 34% yield). The reactants are [CH2:1]([O:8][C:9]1[CH:30]=[CH:29][C:12]([CH2:13][C:14]2[N:23]3[N:24]=[C:25]([NH2:27])[N:26]=[C:22]3[C:21]3[CH:20]=[CH:19][C:18](F)=[CH:17][C:16]=3[N:15]=2)=[CH:11][C:10]=1[O:31][CH3:32])[C:2]1[CH:7]=[CH:6][CH:5]=[CH:4][CH:3]=1.O1C2C=CC(CC3N4N=C(N)N=C4C4C=CC(F)=CC=4N=3)=CC=2OC1.[OH:58][CH2:59][CH2:60][CH2:61][NH2:62]. No catalyst specified. The product is [NH2:27][C:25]1[N:26]=[C:22]2[N:23]([C:14]([CH2:13][C:12]3[CH:29]=[CH:30][C:9]([O:8][CH2:1][C:2]4[CH:7]=[CH:6][CH:5]=[CH:4][CH:3]=4)=[C:10]([O:31][CH3:32])[CH:11]=3)=[N:15][C:16]3[CH:17]=[C:18]([NH:62][CH2:61][CH2:60][CH2:59][OH:58])[CH:19]=[CH:20][C:21]=32)[N:24]=1. The yield is 0.350.